Dataset: Reaction yield outcomes from USPTO patents with 853,638 reactions. Task: Predict the reaction yield, written as a fraction of the theoretical maximum amount of product (1.0 means a 100% yield; for example, 0.34 means a 34% yield). (1) The reactants are [Br:1][C:2]1[CH:7]=[CH:6][C:5]([C:8]([CH3:12])([CH3:11])[CH:9]=[O:10])=[C:4]([F:13])[CH:3]=1.[BH4-].[Na+]. The catalyst is CO.O. The product is [Br:1][C:2]1[CH:7]=[CH:6][C:5]([C:8]([CH3:11])([CH3:12])[CH2:9][OH:10])=[C:4]([F:13])[CH:3]=1. The yield is 0.800. (2) The reactants are [Br:1][C:2]1[CH:7]=[CH:6][C:5]([C:8]2([C:11]([OH:13])=O)[CH2:10][CH2:9]2)=[CH:4][CH:3]=1.C(Cl)(=O)C(Cl)=O.[H-].[Na+].[CH3:22][S:23]([NH2:26])(=[O:25])=[O:24]. The catalyst is CN(C=O)C.C(Cl)Cl.Cl. The product is [Br:1][C:2]1[CH:7]=[CH:6][C:5]([C:8]2([C:11]([NH:26][S:23]([CH3:22])(=[O:25])=[O:24])=[O:13])[CH2:10][CH2:9]2)=[CH:4][CH:3]=1. The yield is 0.519.